Dataset: Peptide-MHC class II binding affinity with 134,281 pairs from IEDB. Task: Regression. Given a peptide amino acid sequence and an MHC pseudo amino acid sequence, predict their binding affinity value. This is MHC class II binding data. (1) The peptide sequence is LAVAWMILRAITFTTTSNV. The MHC is DRB1_0101 with pseudo-sequence DRB1_0101. The binding affinity (normalized) is 0.474. (2) The peptide sequence is AAIRFFDHAIGINVP. The MHC is HLA-DPA10103-DPB10401 with pseudo-sequence HLA-DPA10103-DPB10401. The binding affinity (normalized) is 0.250. (3) The MHC is DRB1_0701 with pseudo-sequence DRB1_0701. The binding affinity (normalized) is 0.184. The peptide sequence is NQFCIKVLNPYMPTVIE. (4) The binding affinity (normalized) is 0. The MHC is DRB4_0101 with pseudo-sequence DRB4_0103. The peptide sequence is TATYGGKWLDAKSTW. (5) The peptide sequence is FMVAMFLAVAVVLGL. The MHC is HLA-DPA10103-DPB10201 with pseudo-sequence HLA-DPA10103-DPB10201. The binding affinity (normalized) is 0.311. (6) The peptide sequence is PGKYTAYEGQRVVFI. The MHC is DRB1_1302 with pseudo-sequence DRB1_1302. The binding affinity (normalized) is 0.262.